This data is from Forward reaction prediction with 1.9M reactions from USPTO patents (1976-2016). The task is: Predict the product of the given reaction. (1) Given the reactants [NH2:1][C:2]1[N:7]=[N:6][C:5]([C:8]2[CH2:13][CH2:12][N:11]([C:14]([O:16][C:17]([CH3:20])([CH3:19])[CH3:18])=[O:15])[CH2:10][CH:9]=2)=[CH:4][CH:3]=1, predict the reaction product. The product is: [NH2:1][C:2]1[N:7]=[N:6][C:5]([CH:8]2[CH2:9][CH2:10][N:11]([C:14]([O:16][C:17]([CH3:20])([CH3:19])[CH3:18])=[O:15])[CH2:12][CH2:13]2)=[CH:4][CH:3]=1. (2) Given the reactants C([O:3][C:4](=[O:32])[CH2:5][C:6]1[CH:7]=[C:8]([C:14]2[CH:19]=[CH:18][C:17]([C:20]([F:23])([F:22])[F:21])=[CH:16][C:15]=2[CH2:24][O:25][C:26]2[CH:31]=[CH:30][CH:29]=[CH:28][CH:27]=2)[C:9]([O:12][CH3:13])=[CH:10][CH:11]=1)C.[OH-].[Li+], predict the reaction product. The product is: [CH3:13][O:12][C:9]1[C:8]([C:14]2[CH:19]=[CH:18][C:17]([C:20]([F:23])([F:22])[F:21])=[CH:16][C:15]=2[CH2:24][O:25][C:26]2[CH:27]=[CH:28][CH:29]=[CH:30][CH:31]=2)=[CH:7][C:6]([CH2:5][C:4]([OH:32])=[O:3])=[CH:11][CH:10]=1. (3) The product is: [CH3:11][O:12][C:13]1[CH:14]=[C:15]2[C:20](=[CH:21][C:22]=1[O:23][CH3:24])[N:19]=[CH:18][N:17]=[C:16]2[NH:25][C:26]1[S:27][C:28]2[CH:34]=[C:33]([NH:35][C:7](=[O:8])[C:4]3[CH:5]=[CH:6][C:1]([CH3:10])=[CH:2][CH:3]=3)[CH:32]=[CH:31][C:29]=2[N:30]=1. Given the reactants [C:1]1([CH3:10])[CH:6]=[CH:5][C:4]([C:7](Cl)=[O:8])=[CH:3][CH:2]=1.[CH3:11][O:12][C:13]1[CH:14]=[C:15]2[C:20](=[CH:21][C:22]=1[O:23][CH3:24])[N:19]=[CH:18][N:17]=[C:16]2[NH:25][C:26]1[S:27][C:28]2[CH:34]=[C:33]([NH2:35])[CH:32]=[CH:31][C:29]=2[N:30]=1, predict the reaction product. (4) Given the reactants [S:1]1[CH2:6][CH:5]=[C:4]([C:7]2[C:12]([F:13])=[CH:11][C:10]([NH2:14])=[CH:9][C:8]=2[F:15])[CH2:3][CH2:2]1.C(=O)(O)[O-].[Na+].[C:21](=[O:28])([O:23][CH2:24][CH:25]([CH3:27])[CH3:26])N, predict the reaction product. The product is: [S:1]1[CH2:2][CH:3]=[C:4]([C:7]2[C:8]([F:15])=[CH:9][C:10]([NH:14][C:21](=[O:28])[O:23][CH2:24][CH:25]([CH3:27])[CH3:26])=[CH:11][C:12]=2[F:13])[CH2:5][CH2:6]1. (5) Given the reactants Br[C:2]1[CH:3]=[CH:4][C:5]2[C:9]3[C:10](=[O:29])[C:11]4[C:16]([C:17]([CH3:19])([CH3:18])[C:8]=3[O:7][C:6]=2[CH:30]=1)=[CH:15][C:14]([O:20][CH2:21][C@H:22]1[CH2:26][O:25][C:24]([CH3:28])([CH3:27])[O:23]1)=[CH:13][CH:12]=4.[Na+].[I-:32].CN[C@@H]1CCCC[C@H]1NC, predict the reaction product. The product is: [CH3:27][C:24]1([CH3:28])[O:23][C@@H:22]([CH2:21][O:20][C:14]2[CH:15]=[C:16]3[C:11](=[CH:12][CH:13]=2)[C:10](=[O:29])[C:9]2[C:5]4[CH:4]=[CH:3][C:2]([I:32])=[CH:30][C:6]=4[O:7][C:8]=2[C:17]3([CH3:18])[CH3:19])[CH2:26][O:25]1. (6) Given the reactants [O:1]1[CH2:6][CH2:5][CH:4]([C:7]([OH:9])=O)[CH2:3][CH2:2]1.C1C=CC2N(O)N=NC=2C=1.C(Cl)CCl.[CH:24]([C:28]1[CH:32]=[C:31]([NH:33][C:34]([N:36]2[CH2:42][CH2:41][CH2:40][NH:39][CH2:38][CH2:37]2)=[O:35])[O:30][N:29]=1)([CH2:26][CH3:27])[CH3:25], predict the reaction product. The product is: [CH:24]([C:28]1[CH:32]=[C:31]([NH:33][C:34]([N:36]2[CH2:42][CH2:41][CH2:40][N:39]([C:7]([CH:4]3[CH2:3][CH2:2][O:1][CH2:6][CH2:5]3)=[O:9])[CH2:38][CH2:37]2)=[O:35])[O:30][N:29]=1)([CH2:26][CH3:27])[CH3:25]. (7) Given the reactants COP([CH2:7][C:8]1[S:16][C:15]2[C:14]([N:17]3[CH2:22][CH2:21][O:20][CH2:19][CH2:18]3)=[N:13][C:12]([Cl:23])=[N:11][C:10]=2[CH:9]=1)(=O)OC.[Li+].C[Si]([N-][Si](C)(C)C)(C)C.[C:34]([O:38][C:39]([N:41]1[CH2:44][C:43](=O)[CH2:42]1)=[O:40])([CH3:37])([CH3:36])[CH3:35], predict the reaction product. The product is: [C:34]([O:38][C:39]([N:41]1[CH2:44][C:43](=[CH:7][C:8]2[S:16][C:15]3[C:14]([N:17]4[CH2:18][CH2:19][O:20][CH2:21][CH2:22]4)=[N:13][C:12]([Cl:23])=[N:11][C:10]=3[CH:9]=2)[CH2:42]1)=[O:40])([CH3:37])([CH3:35])[CH3:36].